This data is from Reaction yield outcomes from USPTO patents with 853,638 reactions. The task is: Predict the reaction yield, written as a fraction of the theoretical maximum amount of product (1.0 means a 100% yield; for example, 0.34 means a 34% yield). (1) The reactants are [NH2:1][C@@H:2]1[CH2:6][S:5](=[O:8])(=[O:7])[CH2:4][C@H:3]1[C:9]([N:11]1[CH2:16][CH2:15][CH2:14][C@@H:13]([CH2:17][C:18]2[CH:23]=[CH:22][C:21]([F:24])=[CH:20][CH:19]=2)[CH2:12]1)=[O:10].C1([O:31][C:32](=O)[NH:33][C:34]2[S:35][C:36]([C:40](=[O:42])[CH3:41])=[C:37]([CH3:39])[N:38]=2)C=CC=CC=1.C(N(CC)CC)C. The catalyst is CN(C)C=O. The product is [C:40]([C:36]1[S:35][C:34]([NH:33][C:32]([NH:1][C@@H:2]2[C@@H:3]([C:9]([N:11]3[CH2:16][CH2:15][CH2:14][C@@H:13]([CH2:17][C:18]4[CH:23]=[CH:22][C:21]([F:24])=[CH:20][CH:19]=4)[CH2:12]3)=[O:10])[CH2:4][S:5](=[O:7])(=[O:8])[CH2:6]2)=[O:31])=[N:38][C:37]=1[CH3:39])(=[O:42])[CH3:41]. The yield is 0.550. (2) The reactants are [Cl:1][CH2:2][C:3]1[N:4]=[C:5]2[CH:13]=[CH:12][CH:11]=[CH:10][N:6]2[C:7](=[O:9])[CH:8]=1.[I:14]N1C(=O)CCC1=O. The catalyst is C(#N)C. The product is [Cl:1][CH2:2][C:3]1[N:4]=[C:5]2[CH:13]=[CH:12][CH:11]=[CH:10][N:6]2[C:7](=[O:9])[C:8]=1[I:14]. The yield is 0.830. (3) The reactants are Cl[C:2]1[C:11]2[C:6](=[CH:7][C:8]([O:14][CH3:15])=[C:9]([O:12][CH3:13])[CH:10]=2)[N:5]=[CH:4][CH:3]=1.[OH:16][C:17]1[CH:30]=[CH:29][C:28]([CH3:31])=[CH:27][C:18]=1[C:19]([C:21]1[CH:26]=[CH:25][CH:24]=[CH:23][CH:22]=1)=[O:20]. The product is [CH3:13][O:12][C:9]1[CH:10]=[C:11]2[C:6](=[CH:7][C:8]=1[O:14][CH3:15])[N:5]=[CH:4][CH:3]=[C:2]2[O:16][C:17]1[CH:30]=[CH:29][C:28]([CH3:31])=[CH:27][C:18]=1[C:19]([C:21]1[CH:22]=[CH:23][CH:24]=[CH:25][CH:26]=1)=[O:20]. The catalyst is CN(C)C1C=CN=CC=1.ClC1C=CC=CC=1Cl. The yield is 0.950. (4) The reactants are F[C:2]([C:5]1[C:10]([C:11]#[N:12])=[CH:9][N:8]=[CH:7][N:6]=1)([CH3:4])[CH3:3]. The catalyst is C1COCC1.[Ni]. The product is [CH:2]([C:5]1[C:10]([CH2:11][NH2:12])=[CH:9][N:8]=[CH:7][N:6]=1)([CH3:4])[CH3:3]. The yield is 0.300. (5) The reactants are F[C:2]1[CH:9]=[CH:8][C:7]([C:10]([F:13])([F:12])[F:11])=[CH:6][C:3]=1[CH:4]=[O:5].[NH:14]1[CH2:19][CH2:18][O:17][CH2:16][CH2:15]1.C(=O)([O-])[O-].[K+].[K+].CS(C)=O. The catalyst is O. The product is [N:14]1([C:2]2[CH:9]=[CH:8][C:7]([C:10]([F:13])([F:12])[F:11])=[CH:6][C:3]=2[CH:4]=[O:5])[CH2:19][CH2:18][O:17][CH2:16][CH2:15]1. The yield is 0.790. (6) The reactants are C([O:3][C:4](=O)[CH2:5][CH2:6][C:7]([C:26]#[N:27])([C:18]1[CH:23]=[CH:22][C:21]([Cl:24])=[C:20]([Cl:25])[CH:19]=1)[CH2:8][CH2:9][CH2:10][O:11][CH:12]1[CH2:17][CH2:16][O:15][CH2:14][CH2:13]1)C. The catalyst is CCO.[NH4+].[OH-].[Ni]. The product is [Cl:25][C:20]1[CH:19]=[C:18]([C:7]2([CH2:8][CH2:9][CH2:10][O:11][CH:12]3[CH2:17][CH2:16][O:15][CH2:14][CH2:13]3)[CH2:26][NH:27][C:4](=[O:3])[CH2:5][CH2:6]2)[CH:23]=[CH:22][C:21]=1[Cl:24]. The yield is 0.848. (7) The reactants are C[O:2][CH:3](OC)[C:4]1[CH:5]=[CH:6][C:7]([O:13][CH2:14][CH2:15][N:16]2[CH2:21][CH2:20][O:19][CH2:18][CH2:17]2)=[C:8]([CH:12]=1)[C:9](O)=[O:10].[NH4+].O[N:26]1C2C=CC=CC=2N=N1.Cl.C(N=C=NCCCN(C)C)C. The catalyst is CN(C=O)C. The product is [CH:3]([C:4]1[CH:5]=[CH:6][C:7]([O:13][CH2:14][CH2:15][N:16]2[CH2:21][CH2:20][O:19][CH2:18][CH2:17]2)=[C:8]([CH:12]=1)[C:9]([NH2:26])=[O:10])=[O:2]. The yield is 0.730. (8) The reactants are [F:1][C:2]([F:11])([CH:8](F)F)/[CH:3]=[CH:4]/[C:5]([OH:7])=O.C(Cl)(=O)C(Cl)=O.Cl.[CH3:19][C:20]1[O:24][N:23]=[C:22]([N:25]2[CH2:30][CH2:29][NH:28][CH2:27][CH2:26]2)[N:21]=1. The catalyst is ClCCl.CN(C=O)C. The product is [F:11][C:2]([F:1])([CH3:8])/[CH:3]=[CH:4]/[C:5]([N:28]1[CH2:29][CH2:30][N:25]([C:22]2[N:21]=[C:20]([CH3:19])[O:24][N:23]=2)[CH2:26][CH2:27]1)=[O:7]. The yield is 0.690. (9) The reactants are Cl[C:2]1[N:7]=[C:6]([NH:8][C@H:9]([C:11]2[N:16]=[CH:15][C:14]([F:17])=[CH:13][N:12]=2)[CH3:10])[N:5]=[C:4]([NH:18][C:19]2[N:20]=[CH:21][N:22]([CH2:24][O:25][CH3:26])[CH:23]=2)[N:3]=1.[NH:27]1[CH2:32][CH2:31][O:30][CH2:29][CH2:28]1. No catalyst specified. The product is [F:17][C:14]1[CH:13]=[N:12][C:11]([C@@H:9]([NH:8][C:6]2[N:5]=[C:4]([NH:18][C:19]3[N:20]=[CH:21][N:22]([CH2:24][O:25][CH3:26])[CH:23]=3)[N:3]=[C:2]([N:27]3[CH2:32][CH2:31][O:30][CH2:29][CH2:28]3)[N:7]=2)[CH3:10])=[N:16][CH:15]=1. The yield is 0.610.